From a dataset of Full USPTO retrosynthesis dataset with 1.9M reactions from patents (1976-2016). Predict the reactants needed to synthesize the given product. (1) Given the product [CH:1]([O:4][C:5]1[CH:6]=[C:7]([CH:18]=[C:19]([C:21](=[O:29])[NH:22][C:23]2[CH:27]=[CH:26][N:25]([CH3:28])[N:24]=2)[CH:20]=1)[O:8][C:9]1[N:10]=[CH:11][C:12]([C:15]([NH:59][NH:58][C:56]([O:55][C:51]([CH3:54])([CH3:53])[CH3:52])=[O:57])=[O:17])=[N:13][CH:14]=1)([CH3:2])[CH3:3], predict the reactants needed to synthesize it. The reactants are: [CH:1]([O:4][C:5]1[CH:6]=[C:7]([CH:18]=[C:19]([C:21](=[O:29])[NH:22][C:23]2[CH:27]=[CH:26][N:25]([CH3:28])[N:24]=2)[CH:20]=1)[O:8][C:9]1[N:10]=[CH:11][C:12]([C:15]([OH:17])=O)=[N:13][CH:14]=1)([CH3:3])[CH3:2].CCN=C=NCCCN(C)C.ON1C2N=CC=CC=2N=N1.[C:51]([O:55][C:56]([NH:58][NH2:59])=[O:57])([CH3:54])([CH3:53])[CH3:52]. (2) Given the product [F:21][C:20]([F:23])([F:22])[O:19][C:16]1[CH:17]=[CH:18][C:13]([N:10]2[CH:11]=[N:12][C:8]([C:5]3[CH:6]=[CH:7][C:2]([CH2:34][C:35](=[O:37])[CH3:36])=[CH:3][CH:4]=3)=[N:9]2)=[CH:14][CH:15]=1, predict the reactants needed to synthesize it. The reactants are: Br[C:2]1[CH:7]=[CH:6][C:5]([C:8]2[N:12]=[CH:11][N:10]([C:13]3[CH:18]=[CH:17][C:16]([O:19][C:20]([F:23])([F:22])[F:21])=[CH:15][CH:14]=3)[N:9]=2)=[CH:4][CH:3]=1.P([O-])([O-])([O-])=O.[K+].[K+].[K+].CC(=O)[CH2:34][C:35](=[O:37])[CH3:36]. (3) Given the product [C:17]([N:21]1[C:25]([CH2:26][CH:27]([CH3:28])[CH3:29])=[CH:24][C:23]([CH2:30][NH:16][CH2:15][CH2:14][N:11]2[CH2:10][CH2:9][N:8]([C:4]3[CH:5]=[CH:6][CH:7]=[C:2]([Cl:1])[CH:3]=3)[CH2:13][CH2:12]2)=[N:22]1)([CH3:20])([CH3:19])[CH3:18], predict the reactants needed to synthesize it. The reactants are: [Cl:1][C:2]1[CH:3]=[C:4]([N:8]2[CH2:13][CH2:12][N:11]([CH2:14][CH2:15][NH2:16])[CH2:10][CH2:9]2)[CH:5]=[CH:6][CH:7]=1.[C:17]([N:21]1[C:25]([CH2:26][CH:27]([CH3:29])[CH3:28])=[CH:24][C:23]([CH:30]=O)=[N:22]1)([CH3:20])([CH3:19])[CH3:18]. (4) The reactants are: [O:1]1[CH2:6][CH2:5][CH:4]([O:7][CH2:8][CH:9]=[CH:10][C:11]2[CH:16]=[CH:15][C:14]([OH:17])=[CH:13][CH:12]=2)[CH2:3][CH2:2]1.[C:18]([C:21]1[CH:28]=[CH:27][C:24]([C:25]#[N:26])=[CH:23][C:22]=1F)(=[O:20])[CH3:19]. Given the product [C:18]([C:21]1[CH:28]=[CH:27][C:24]([C:25]#[N:26])=[CH:23][C:22]=1[O:17][C:14]1[CH:13]=[CH:12][C:11]([CH:10]=[CH:9][CH2:8][O:7][CH:4]2[CH2:3][CH2:2][O:1][CH2:6][CH2:5]2)=[CH:16][CH:15]=1)(=[O:20])[CH3:19], predict the reactants needed to synthesize it.